Dataset: Full USPTO retrosynthesis dataset with 1.9M reactions from patents (1976-2016). Task: Predict the reactants needed to synthesize the given product. (1) Given the product [Br:1][C:2]1[CH:12]=[C:11]([F:13])[C:10]([N+:14]([O-:16])=[O:15])=[CH:9][C:3]=1[O:4][C:5]([O:7][CH3:8])=[O:6], predict the reactants needed to synthesize it. The reactants are: [Br:1][C:2]1[CH:12]=[C:11]([F:13])[CH:10]=[CH:9][C:3]=1[O:4][C:5]([O:7][CH3:8])=[O:6].[N+:14]([O-])([OH:16])=[O:15]. (2) The reactants are: [O:1]=[C:2]1[N:6]([C:7]2[CH:12]=[CH:11][CH:10]=[C:9]([C:13]([F:16])([F:15])[F:14])[CH:8]=2)[CH2:5][CH:4]([CH2:17][N:18]2[CH:22]=[C:21]([C:23](O)=[O:24])[CH:20]=[N:19]2)[CH2:3]1.[NH2:26][C:27]1[C:28](=[O:38])[N:29]([CH2:35][CH2:36][CH3:37])[C:30](=[O:34])[NH:31][C:32]=1[NH2:33].CCN=C=NCCCN(C)C. Given the product [NH2:33][C:32]1[NH:31][C:30](=[O:34])[N:29]([CH2:35][CH2:36][CH3:37])[C:28](=[O:38])[C:27]=1[NH:26][C:23]([C:21]1[CH:20]=[N:19][N:18]([CH2:17][CH:4]2[CH2:3][C:2](=[O:1])[N:6]([C:7]3[CH:12]=[CH:11][CH:10]=[C:9]([C:13]([F:16])([F:15])[F:14])[CH:8]=3)[CH2:5]2)[CH:22]=1)=[O:24], predict the reactants needed to synthesize it. (3) Given the product [CH3:6][C@H:7]([O:11][S:2]([CH3:1])(=[O:4])=[O:3])[C:8]#[C:9][CH3:10], predict the reactants needed to synthesize it. The reactants are: [CH3:1][S:2](Cl)(=[O:4])=[O:3].[CH3:6][C@H:7]([OH:11])[C:8]#[C:9][CH3:10].CCN(CC)CC.Cl. (4) Given the product [Cl:39][C:37]1[CH:36]=[C:35]([F:40])[C:34]([C:41]2[N:45]=[C:44]([CH3:46])[O:43][N:42]=2)=[C:33]([C:9]2[CH:10]=[C:11]3[C:15](=[CH:16][CH:17]=2)[C@@H:14]([NH:18][C:19]([C:21]2([NH:24][C:25](=[O:30])[C:26]([F:28])([F:29])[F:27])[CH2:23][CH2:22]2)=[O:20])[CH2:13][CH2:12]3)[CH:38]=1, predict the reactants needed to synthesize it. The reactants are: CC1(C)C(C)(C)OB([C:9]2[CH:10]=[C:11]3[C:15](=[CH:16][CH:17]=2)[C@@H:14]([NH:18][C:19]([C:21]2([NH:24][C:25](=[O:30])[C:26]([F:29])([F:28])[F:27])[CH2:23][CH2:22]2)=[O:20])[CH2:13][CH2:12]3)O1.Br[C:33]1[CH:38]=[C:37]([Cl:39])[CH:36]=[C:35]([F:40])[C:34]=1[C:41]1[N:45]=[C:44]([CH3:46])[O:43][N:42]=1.C(=O)([O-])[O-].[Na+].[Na+]. (5) Given the product [CH2:15]([O:22][C:23]1[CH:30]=[CH:29][C:26]([CH2:27][C:8]([CH3:14])([O:1][C:2]2[CH:7]=[CH:6][CH:5]=[CH:4][CH:3]=2)[C:9]([O:11][CH2:12][CH3:13])=[O:10])=[CH:25][CH:24]=1)[C:16]1[CH:21]=[CH:20][CH:19]=[CH:18][CH:17]=1, predict the reactants needed to synthesize it. The reactants are: [O:1]([CH:8]([CH3:14])[C:9]([O:11][CH2:12][CH3:13])=[O:10])[C:2]1[CH:7]=[CH:6][CH:5]=[CH:4][CH:3]=1.[CH2:15]([O:22][C:23]1[CH:30]=[CH:29][C:26]([CH2:27]Cl)=[CH:25][CH:24]=1)[C:16]1[CH:21]=[CH:20][CH:19]=[CH:18][CH:17]=1.C1(NC2CCCCC2)CCCCC1. (6) Given the product [Si:7]([CH:1]=[CH:2][CH2:3][CH2:4][CH2:5][CH3:6])([CH2:12][CH3:13])([CH2:10][CH3:11])[CH2:8][CH3:9], predict the reactants needed to synthesize it. The reactants are: [CH2:1]=[CH:2][CH2:3][CH2:4][CH2:5][CH3:6].[SiH:7]([CH2:12][CH3:13])([CH2:10][CH3:11])[CH2:8][CH3:9]. (7) Given the product [CH2:16]([S:28][CH:12]([OH:13])[CH:11]=[CH:10][C:3]1[C:2]([Cl:1])=[CH:7][C:6]([Cl:8])=[CH:5][C:4]=1[Cl:9])[CH2:17][CH2:18][CH2:19][CH2:20][CH2:21][CH2:22][CH2:23][CH2:24][CH2:25][CH2:26][CH3:27], predict the reactants needed to synthesize it. The reactants are: [Cl:1][C:2]1[CH:7]=[C:6]([Cl:8])[CH:5]=[C:4]([Cl:9])[C:3]=1[C:10]#[C:11][CH2:12][OH:13].[OH-].[Na+].[CH2:16]([SH:28])[CH2:17][CH2:18][CH2:19][CH2:20][CH2:21][CH2:22][CH2:23][CH2:24][CH2:25][CH2:26][CH3:27].